Dataset: Catalyst prediction with 721,799 reactions and 888 catalyst types from USPTO. Task: Predict which catalyst facilitates the given reaction. (1) Reactant: C(N(CC)CC)C.[CH2:8]([O:10][C:11]1[CH:16]=[CH:15][C:14]([NH2:17])=[CH:13][C:12]=1[Cl:18])[CH3:9].Cl[C:20](Cl)([O:22]C(=O)OC(Cl)(Cl)Cl)Cl. Product: [CH2:8]([O:10][C:11]1[CH:16]=[CH:15][C:14]([N:17]=[C:20]=[O:22])=[CH:13][C:12]=1[Cl:18])[CH3:9]. The catalyst class is: 25. (2) Reactant: [C:1]1([C:7]2[CH:11]=[C:10]([C:12]3[S:13][CH:14]=[C:15]([C:17]([NH:19][C:20]4[CH:28]=[C:27]5[C:23]([CH:24]=[N:25][N:26]5COCC[Si](C)(C)C)=[CH:22][C:21]=4[C:37]4[CH:38]=[C:39]([CH:49]=[CH:50][CH:51]=4)[CH2:40][NH:41]C(=O)OC(C)(C)C)=[O:18])[N:16]=3)[N:9](C3CCCCO3)[N:8]=2)[CH:6]=[CH:5][CH:4]=[CH:3][CH:2]=1.[ClH:58]. Product: [ClH:58].[NH2:41][CH2:40][C:39]1[CH:38]=[C:37]([C:21]2[CH:22]=[C:23]3[C:27](=[CH:28][C:20]=2[NH:19][C:17]([C:15]2[N:16]=[C:12]([C:10]4[NH:9][N:8]=[C:7]([C:1]5[CH:6]=[CH:5][CH:4]=[CH:3][CH:2]=5)[CH:11]=4)[S:13][CH:14]=2)=[O:18])[NH:26][N:25]=[CH:24]3)[CH:51]=[CH:50][CH:49]=1. The catalyst class is: 24. (3) Reactant: [NH2:1][C:2]1[C:3]2[CH:14]=[C:13]([C:15]([F:18])([F:17])[F:16])[CH:12]=[CH:11][C:4]=2[S:5][C:6]=1[C:7]([O:9][CH3:10])=[O:8].CI.[C:21](=O)([O-])[O-].[K+].[K+].CN(C)C=O. Product: [CH3:21][NH:1][C:2]1[C:3]2[CH:14]=[C:13]([C:15]([F:18])([F:16])[F:17])[CH:12]=[CH:11][C:4]=2[S:5][C:6]=1[C:7]([O:9][CH3:10])=[O:8]. The catalyst class is: 310. (4) Reactant: Cl[C:2]1[CH:3]=[CH:4][C:5]2[N:6]([C:8]([CH:11]([C:13]3[C:14]([F:24])=[C:15]4[C:20](=[CH:21][C:22]=3[F:23])[N:19]=[CH:18][CH:17]=[CH:16]4)[CH3:12])=[CH:9][N:10]=2)[N:7]=1.[F-].[K+].Cl.Cl.[N:29]1[CH:34]=[CH:33][CH:32]=[CH:31][C:30]=1[N:35]1[CH2:40][CH2:39][NH:38][CH2:37][C:36]1=[O:41]. Product: [F:24][C:14]1[C:13]([CH:11]([C:8]2[N:6]3[N:7]=[C:2]([N:38]4[CH2:39][CH2:40][N:35]([C:30]5[CH:31]=[CH:32][CH:33]=[CH:34][N:29]=5)[C:36](=[O:41])[CH2:37]4)[CH:3]=[CH:4][C:5]3=[N:10][CH:9]=2)[CH3:12])=[C:22]([F:23])[CH:21]=[C:20]2[C:15]=1[CH:16]=[CH:17][CH:18]=[N:19]2. The catalyst class is: 37. (5) Reactant: [C:1]([O:4][CH2:5][C:6](Cl)=[O:7])(=[O:3])[CH3:2].[O:9]1[CH:13]=[CH:12][C:11]([O:14][CH2:15][C@@H:16]2[O:20][C:19](=[O:21])[N:18]([C:22]3[CH:27]=[CH:26][C:25]([C:28]4[CH2:34][CH:33]5[NH:35][CH:30]([CH2:31][CH2:32]5)[CH:29]=4)=[C:24]([F:36])[CH:23]=3)[CH2:17]2)=[N:10]1.CC(C)=O.C(=O)(O)[O-].[Na+]. Product: [O:9]1[CH:13]=[CH:12][C:11]([O:14][CH2:15][C@@H:16]2[O:20][C:19](=[O:21])[N:18]([C:22]3[CH:27]=[CH:26][C:25]([C:28]4[CH2:34][CH:33]5[N:35]([C:6](=[O:7])[CH2:5][O:4][C:1](=[O:3])[CH3:2])[CH:30]([CH2:31][CH2:32]5)[CH:29]=4)=[C:24]([F:36])[CH:23]=3)[CH2:17]2)=[N:10]1. The catalyst class is: 6. (6) Reactant: [Br:1][C:2]1[CH:3]=[C:4]([OH:8])[CH:5]=[CH:6][CH:7]=1.C(=O)([O-])[O-].[Cs+].[Cs+].Br[CH2:16][CH2:17][CH2:18][C:19]([O:21][CH2:22][CH3:23])=[O:20]. Product: [Br:1][C:2]1[CH:3]=[C:4]([CH:5]=[CH:6][CH:7]=1)[O:8][CH2:16][CH2:17][CH2:18][C:19]([O:21][CH2:22][CH3:23])=[O:20]. The catalyst class is: 9. (7) Reactant: [C:1]([C:3]1[C:4](=[O:24])[N:5]([C:11]2[CH:16]=[CH:15][C:14]([C:17]([CH3:23])([CH3:22])[C:18]([O:20][CH3:21])=[O:19])=[CH:13][CH:12]=2)[CH2:6][CH2:7][C:8]=1OC)#[N:2].[N:25]#[C:26][NH2:27].[CH3:28][O-:29].[Na+].S(=O)(=O)(O)O.[OH-].[Na+]. Product: [NH2:2][C:1]1[C:3]2[C:4](=[O:24])[N:5]([C:11]3[CH:12]=[CH:13][C:14]([C:17]([CH3:23])([CH3:22])[C:18]([O:20][CH3:21])=[O:19])=[CH:15][CH:16]=3)[CH2:6][CH2:7][C:8]=2[N:25]=[C:26]([O:29][CH3:28])[N:27]=1. The catalyst class is: 5. (8) Reactant: [F:1][C:2]1([F:18])[CH2:6][N:5]([C:7]([O:9][C:10]([CH3:13])([CH3:12])[CH3:11])=[O:8])[C@H:4]([CH2:14][CH2:15][CH2:16][OH:17])[CH2:3]1.CC(OI1(OC(C)=O)(OC(C)=O)OC(=O)C2C=CC=CC1=2)=O. Product: [F:18][C:2]1([F:1])[CH2:6][N:5]([C:7]([O:9][C:10]([CH3:11])([CH3:12])[CH3:13])=[O:8])[C@H:4]([CH2:14][CH2:15][CH:16]=[O:17])[CH2:3]1. The catalyst class is: 2. (9) Reactant: [F:1][C:2]1[CH:7]=[C:6]([C:8]2[CH:13]=[CH:12][N:11]=[C:10]([NH:14][C:15]3[N:16]([CH3:20])[N:17]=[CH:18][CH:19]=3)[N:9]=2)[CH:5]=[C:4](F)[N:3]=1.[NH2:22][NH2:23]. The catalyst class is: 14. Product: [F:1][C:2]1[CH:7]=[C:6]([C:8]2[CH:13]=[CH:12][N:11]=[C:10]([NH:14][C:15]3[N:16]([CH3:20])[N:17]=[CH:18][CH:19]=3)[N:9]=2)[CH:5]=[C:4]([NH:22][NH2:23])[N:3]=1.